From a dataset of Forward reaction prediction with 1.9M reactions from USPTO patents (1976-2016). Predict the product of the given reaction. The product is: [F:1][C:2]1[CH:7]=[CH:6][C:5]([N:8]2[C:16]3[C:11](=[CH:12][C:13]([CH:17]([CH2:24][CH:25]([CH3:26])[CH3:27])[C:18]([CH3:23])([CH3:22])[C:19]([NH:33][C:29]4[S:28][CH:32]=[N:31][N:30]=4)=[O:20])=[CH:14][CH:15]=3)[CH:10]=[N:9]2)=[CH:4][CH:3]=1. Given the reactants [F:1][C:2]1[CH:7]=[CH:6][C:5]([N:8]2[C:16]3[C:11](=[CH:12][C:13]([CH:17]([CH2:24][CH:25]([CH3:27])[CH3:26])[C:18]([CH3:23])([CH3:22])[C:19](O)=[O:20])=[CH:14][CH:15]=3)[CH:10]=[N:9]2)=[CH:4][CH:3]=1.[S:28]1[CH:32]=[N:31][N:30]=[C:29]1[NH2:33], predict the reaction product.